This data is from Peptide-MHC class I binding affinity with 185,985 pairs from IEDB/IMGT. The task is: Regression. Given a peptide amino acid sequence and an MHC pseudo amino acid sequence, predict their binding affinity value. This is MHC class I binding data. (1) The peptide sequence is HPLSINVSGV. The MHC is HLA-B54:01 with pseudo-sequence HLA-B54:01. The binding affinity (normalized) is 0.557. (2) The peptide sequence is ITLDTMDDMK. The MHC is HLA-A68:01 with pseudo-sequence HLA-A68:01. The binding affinity (normalized) is 0.556. (3) The MHC is Mamu-A2201 with pseudo-sequence Mamu-A2201. The peptide sequence is RRSKPAGDL. The binding affinity (normalized) is 0.